From a dataset of Catalyst prediction with 721,799 reactions and 888 catalyst types from USPTO. Predict which catalyst facilitates the given reaction. (1) Reactant: [OH:1][C:2]1[CH:3]=[CH:4][C:5]2[C:17](=[O:18])[C:16]3[C:15]4[C:10](=[CH:11][C:12]([C:19]#[N:20])=[CH:13][CH:14]=4)[NH:9][C:8]=3[C:7]([CH3:22])([CH3:21])[C:6]=2[CH:23]=1.N1C=CN=C1.[C:29]([Si:33](Cl)([CH3:35])[CH3:34])([CH3:32])([CH3:31])[CH3:30].C(=O)([O-])O.[Na+]. Product: [C:29]([Si:33]([CH3:35])([CH3:34])[O:1][C:2]1[CH:3]=[CH:4][C:5]2[C:17](=[O:18])[C:16]3[C:15]4[C:10](=[CH:11][C:12]([C:19]#[N:20])=[CH:13][CH:14]=4)[NH:9][C:8]=3[C:7]([CH3:21])([CH3:22])[C:6]=2[CH:23]=1)([CH3:32])([CH3:31])[CH3:30]. The catalyst class is: 3. (2) The catalyst class is: 7. Product: [CH2:7]([N:9]1[CH:13]=[C:12]([CH2:14][OH:15])[CH:11]=[N:10]1)[CH3:8]. Reactant: [H-].[Al+3].[Li+].[H-].[H-].[H-].[CH2:7]([N:9]1[CH:13]=[C:12]([C:14](OCC)=[O:15])[CH:11]=[N:10]1)[CH3:8].O.O.O.O.O.O.O.O.O.O.S([O-])([O-])(=O)=O.[Na+].[Na+]. (3) The catalyst class is: 365. Product: [CH3:13][C:14]1([CH3:21])[CH2:19][CH2:18][CH2:17][C:16]([CH2:6][N:7]2[C:11]([CH3:12])=[CH:10][CH:9]=[N:8]2)([OH:20])[CH2:15]1. Reactant: C([Li])CCC.[CH3:6][N:7]1[C:11]([CH3:12])=[CH:10][CH:9]=[N:8]1.[CH3:13][C:14]1([CH3:21])[CH2:19][CH2:18][CH2:17][C:16](=[O:20])[CH2:15]1. (4) Reactant: [Cl:1][C:2]1[N:7]=[C:6]([CH:8]([OH:26])[CH:9]([CH2:15][C:16]2[CH:21]=[CH:20][C:19]([C:22]([F:25])([F:24])[F:23])=[CH:18][CH:17]=2)[C:10]([O:12]CC)=[O:11])[CH:5]=[CH:4][CH:3]=1.[OH-].[Na+].Cl.C(=O)([O-])O.[Na+]. Product: [Cl:1][C:2]1[N:7]=[C:6]([CH:8]([OH:26])[CH:9]([CH2:15][C:16]2[CH:21]=[CH:20][C:19]([C:22]([F:23])([F:24])[F:25])=[CH:18][CH:17]=2)[C:10]([OH:12])=[O:11])[CH:5]=[CH:4][CH:3]=1. The catalyst class is: 5. (5) Reactant: C([NH:4][CH:5]([CH2:9][C:10]1[CH:15]=[CH:14][C:13]([O:16][CH3:17])=[CH:12][C:11]=1[F:18])[C:6]([OH:8])=[O:7])(=O)C. Product: [NH2:4][CH:5]([CH2:9][C:10]1[CH:15]=[CH:14][C:13]([O:16][CH3:17])=[CH:12][C:11]=1[F:18])[C:6]([OH:8])=[O:7]. The catalyst class is: 33.